Dataset: Full USPTO retrosynthesis dataset with 1.9M reactions from patents (1976-2016). Task: Predict the reactants needed to synthesize the given product. (1) Given the product [OH:1][C:2]1[C:3]([C:20]2[CH:21]=[CH:22][C:23]([C:26]3[CH:31]=[N:30][C:29]([C:32](=[O:33])[NH:34][CH3:35])=[CH:28][CH:27]=3)=[CH:24][CH:25]=2)=[N:4][N:5]([CH3:19])[C:6]=1[C:7]1[NH:8][C:9]2=[CH:17][C:16]3[CH2:15][N:14]([C:36]([O:38][C:39]([CH3:42])([CH3:41])[CH3:40])=[O:37])[CH2:13][C:12]=3[CH:11]=[C:10]2[N:18]=1, predict the reactants needed to synthesize it. The reactants are: [OH:1][C:2]1[C:3]([C:20]2[CH:25]=[CH:24][C:23]([C:26]3[CH:27]=[CH:28][C:29]([C:32]([NH:34][CH3:35])=[O:33])=[N:30][CH:31]=3)=[CH:22][CH:21]=2)=[N:4][N:5]([CH3:19])[C:6]=1[C:7]1[NH:18][C:10]2=[CH:11][C:12]3[CH2:13][NH:14][CH2:15][C:16]=3[CH:17]=[C:9]2[N:8]=1.[C:36](O[C:36]([O:38][C:39]([CH3:42])([CH3:41])[CH3:40])=[O:37])([O:38][C:39]([CH3:42])([CH3:41])[CH3:40])=[O:37].C(N(C(C)C)CC)(C)C.[OH-].[Na+]. (2) Given the product [ClH:23].[C:1]([S:5]([C:8]1[CH:9]=[C:10]2[C:15](=[CH:16][C:17]=1[O:18][CH2:19][CH2:20][O:21][CH3:22])[N:14]=[CH:13][CH:12]=[C:11]2[NH:31][C:26]1[NH:27][N:28]=[C:29]([CH3:30])[C:25]=1[CH3:24])(=[O:7])=[O:6])([CH3:4])([CH3:3])[CH3:2], predict the reactants needed to synthesize it. The reactants are: [C:1]([S:5]([C:8]1[CH:9]=[C:10]2[C:15](=[CH:16][C:17]=1[O:18][CH2:19][CH2:20][O:21][CH3:22])[N:14]=[CH:13][CH:12]=[C:11]2[Cl:23])(=[O:7])=[O:6])([CH3:4])([CH3:3])[CH3:2].[CH3:24][C:25]1[C:26]([NH2:31])=[N:27][NH:28][C:29]=1[CH3:30]. (3) Given the product [C:24]([CH2:23][O:21][C:5]1[CH:4]=[C:3]([C:1]#[N:2])[CH:20]=[CH:19][C:6]=1[CH2:7][NH:8][C:9](=[O:18])[C:10]1[CH:15]=[CH:14][C:13]([F:16])=[C:12]([CH3:17])[CH:11]=1)(=[O:25])[NH2:26], predict the reactants needed to synthesize it. The reactants are: [C:1]([C:3]1[CH:20]=[CH:19][C:6]([CH2:7][NH:8][C:9](=[O:18])[C:10]2[CH:15]=[CH:14][C:13]([F:16])=[C:12]([CH3:17])[CH:11]=2)=[C:5]([OH:21])[CH:4]=1)#[N:2].I[CH2:23][C:24]([NH2:26])=[O:25]. (4) Given the product [CH3:17][CH:16]([CH3:18])[C:15]([O:13][C@H:10]([C@H:8]1[O:7][C@@H:5]2[O:6][C:2]([CH3:1])([CH3:14])[O:3][C@@H:4]2[CH2:9]1)[CH2:11][CH3:12])=[O:19], predict the reactants needed to synthesize it. The reactants are: [CH3:1][C:2]1([CH3:14])[O:6][C@H:5]2[O:7][C@H:8]([C@@H:10]([OH:13])[CH2:11][CH3:12])[CH2:9][C@H:4]2[O:3]1.[C:15](Cl)(=[O:19])[CH:16]([CH3:18])[CH3:17]. (5) Given the product [Cl:49][C:31]1[CH:30]=[C:29]([NH:28][C:2]2[C:3]([CH:26]=[O:27])=[C:4]([N:8]([CH2:17][C:18]3[CH:23]=[CH:22][C:21]([O:24][CH3:25])=[CH:20][CH:19]=3)[CH2:9][CH2:10][CH2:11][CH2:12][C:13]([O:15][CH3:16])=[O:14])[N:5]=[CH:6][N:7]=2)[CH:48]=[CH:47][C:32]=1[O:33][CH:34]1[CH2:39][CH2:38][N:37]([C:40]([O:42][C:43]([CH3:46])([CH3:45])[CH3:44])=[O:41])[CH2:36][CH2:35]1, predict the reactants needed to synthesize it. The reactants are: Cl[C:2]1[N:7]=[CH:6][N:5]=[C:4]([N:8]([CH2:17][C:18]2[CH:23]=[CH:22][C:21]([O:24][CH3:25])=[CH:20][CH:19]=2)[CH2:9][CH2:10][CH2:11][CH2:12][C:13]([O:15][CH3:16])=[O:14])[C:3]=1[CH:26]=[O:27].[NH2:28][C:29]1[CH:48]=[CH:47][C:32]([O:33][CH:34]2[CH2:39][CH2:38][N:37]([C:40]([O:42][C:43]([CH3:46])([CH3:45])[CH3:44])=[O:41])[CH2:36][CH2:35]2)=[C:31]([Cl:49])[CH:30]=1.C(=O)([O-])[O-].[Na+].[Na+]. (6) Given the product [CH3:25][C@@:17]12[C@H:12]3[CH2:11][CH:10]=[C:9]4[C@@H:27]5[CH2:28][C:2]([CH3:34])([CH3:1])[CH2:3][CH2:4][C@:5]5([C:31]([O-:33])=[O:32])[CH2:6][CH2:7][C@@:8]4([CH3:30])[C@:13]3([CH3:26])[CH2:14][CH2:15][C@H:16]1[C:21]([CH3:22])([CH3:23])[C@@H:20]([OH:24])[CH2:19][CH2:18]2.[Na+:36], predict the reactants needed to synthesize it. The reactants are: [CH3:1][C@H:2]1[C@H:28](C)[C@@H:27]2[C@@:5]([C:31]([OH:33])=[O:32])([CH2:6][CH2:7][C@@:8]3([CH3:30])[C@:13]4([CH3:26])[CH2:14][CH2:15][C@H:16]5[C:21]([CH3:23])([CH3:22])[C@@H:20]([OH:24])[CH2:19][CH2:18][C@:17]5([CH3:25])[C@H:12]4[CH2:11][CH:10]=[C:9]32)[CH2:4][CH2:3]1.[CH3:34][O-].[Na+:36]. (7) Given the product [O:26]=[S:2]1(=[O:1])[C:7]2[CH:8]=[C:9]([O:12][C:13]3[CH:14]=[C:15]([C:19]4[NH:20][C:27](=[S:28])[O:22][N:21]=4)[CH:16]=[CH:17][CH:18]=3)[CH:10]=[CH:11][C:6]=2[N:5]2[CH2:23][CH2:24][CH2:25][C:4]2=[N:3]1, predict the reactants needed to synthesize it. The reactants are: [O:1]=[S:2]1(=[O:26])[C:7]2[CH:8]=[C:9]([O:12][C:13]3[CH:14]=[C:15]([C:19](=[N:21][OH:22])[NH2:20])[CH:16]=[CH:17][CH:18]=3)[CH:10]=[CH:11][C:6]=2[N:5]2[CH2:23][CH2:24][CH2:25][C:4]2=[N:3]1.[C:27](N1C=CN=C1)(N1C=CN=C1)=[S:28].C1CCN2C(=NCCC2)CC1.